Dataset: Reaction yield outcomes from USPTO patents with 853,638 reactions. Task: Predict the reaction yield, written as a fraction of the theoretical maximum amount of product (1.0 means a 100% yield; for example, 0.34 means a 34% yield). (1) The reactants are [Cl:1][C:2]1[CH:3]=[C:4]([C:8]2[C:17]3[C:12](=[CH:13][CH:14]=[C:15]([C:18](=[O:26])[C:19]4[CH:24]=[CH:23][C:22]([I:25])=[CH:21][CH:20]=4)[CH:16]=3)[NH:11][C:10](=O)[N:9]=2)[CH:5]=[CH:6][CH:7]=1.P(Cl)(Cl)([Cl:30])=O. No catalyst specified. The product is [Cl:30][C:10]1[N:9]=[C:8]([C:4]2[CH:5]=[CH:6][CH:7]=[C:2]([Cl:1])[CH:3]=2)[C:17]2[C:12](=[CH:13][CH:14]=[C:15]([C:18]([C:19]3[CH:24]=[CH:23][C:22]([I:25])=[CH:21][CH:20]=3)=[O:26])[CH:16]=2)[N:11]=1. The yield is 0.820. (2) The reactants are [CH:1]([C:4]1[N:5]=[C:6]([C:9]2[CH:18]=[C:17]([O:19][CH:20]3[CH2:37][CH:36]4[N:22]([C:23](=[O:48])[CH2:24][CH2:25][CH2:26][CH2:27][CH2:28][CH:29]=[CH:30][CH:31]5[C:33]([C:39]([NH:41][S:42]([CH:45]6[CH2:47][CH2:46]6)(=[O:44])=[O:43])=[O:40])([NH:34][C:35]4=[O:38])[CH2:32]5)[CH2:21]3)[C:16]3[C:11](=[CH:12][C:13]([O:49][CH3:50])=[CH:14][CH:15]=3)[N:10]=2)[S:7][CH:8]=1)([CH3:3])[CH3:2].[CH:51](C1C=C(C(C)C)C=C(C(C)C)C=1S(NN)(=O)=O)(C)C.C(N(CC)CC)C. The catalyst is CO. The product is [CH:1]([C:4]1[N:5]=[C:6]([C:9]2[CH:18]=[C:17]([O:19][CH:20]3[CH2:37][CH:36]4[N:22]([C:23](=[O:48])[CH2:24][CH2:25][CH2:26][CH2:27][CH2:28][CH:29]=[CH:30][CH:31]5[C:33]([C:39]([NH:41][S:42]([CH:45]6[CH2:47][CH2:46]6)(=[O:44])=[O:43])=[O:40])([NH:34][C:35]4=[O:38])[CH2:32]5)[CH2:21]3)[C:16]3[C:11](=[C:12]([CH3:51])[C:13]([O:49][CH3:50])=[CH:14][CH:15]=3)[N:10]=2)[S:7][CH:8]=1)([CH3:3])[CH3:2]. The yield is 0.0600. (3) The reactants are [NH2:1][C:2]1[C:10]([CH3:11])=[CH:9][CH:8]=[CH:7][C:3]=1[C:4]([OH:6])=[O:5].[I:12]N1C(=O)CCC1=O. The catalyst is CN(C=O)C. The product is [NH2:1][C:2]1[C:10]([CH3:11])=[CH:9][C:8]([I:12])=[CH:7][C:3]=1[C:4]([OH:6])=[O:5]. The yield is 0.960. (4) The reactants are [F:1][C:2]1[CH:7]=[CH:6][C:5]([C:8]2[C:12]([C:13]3[N:14]=[CH:15][NH:16][CH:17]=3)=[C:11]([C:18]([F:21])([F:20])[F:19])[O:10][N:9]=2)=[CH:4][CH:3]=1.Cl[C:23]1[N:28]=[CH:27][C:26]([C:29]#[N:30])=[CH:25][CH:24]=1. No catalyst specified. The product is [F:1][C:2]1[CH:7]=[CH:6][C:5]([C:8]2[C:12]([C:13]3[N:14]=[CH:15][N:16]([C:23]4[CH:24]=[CH:25][C:26]([C:29]#[N:30])=[CH:27][N:28]=4)[CH:17]=3)=[C:11]([C:18]([F:21])([F:19])[F:20])[O:10][N:9]=2)=[CH:4][CH:3]=1. The yield is 0.740. (5) The reactants are [NH2:1][C:2]1[N:7]=[C:6]2[S:8][CH:9]=[CH:10][C:5]2=[CH:4][C:3]=1[C:11]([OH:13])=[O:12].[C:14](=O)(O)[O-].[Na+]. The catalyst is CO.S(=O)(=O)(O)O. The product is [CH3:14][O:12][C:11]([C:3]1[CH:4]=[C:5]2[CH:10]=[CH:9][S:8][C:6]2=[N:7][C:2]=1[NH2:1])=[O:13]. The yield is 0.720. (6) The reactants are [CH3:1][C:2]1[N:7]=[C:6]([C:8]2[N:13]=[CH:12][C:11]3[CH:14]=[N:15][NH:16][C:10]=3[CH:9]=2)[CH:5]=[N:4][CH:3]=1.Br[C:18]1[N:23]=[C:22]([N:24]2[CH2:30][CH:29]([OH:31])[CH2:28][N:27](C(OC(C)(C)C)=O)[CH2:26][CH2:25]2)[C:21]([O:39][CH3:40])=[CH:20][CH:19]=1. No catalyst specified. The product is [CH3:40][O:39][C:21]1[C:22]([N:24]2[CH2:30][CH:29]([OH:31])[CH2:28][NH:27][CH2:26][CH2:25]2)=[N:23][C:18]([N:16]2[C:10]3[CH:9]=[C:8]([C:6]4[CH:5]=[N:4][CH:3]=[C:2]([CH3:1])[N:7]=4)[N:13]=[CH:12][C:11]=3[CH:14]=[N:15]2)=[CH:19][CH:20]=1. The yield is 0.0450. (7) The reactants are Br[C:2]1[CH:3]=[C:4]([C:9]2[N:14]=[C:13]([C:15]3[CH:20]=[CH:19][CH:18]=[CH:17][CH:16]=3)[N:12]=[C:11]([C:21]3[CH:26]=[CH:25][CH:24]=[CH:23][CH:22]=3)[N:10]=2)[CH:5]=[C:6]([Cl:8])[CH:7]=1.[CH3:27][C:28]1[CH:29]=[C:30](B(O)O)[CH:31]=[C:32]([CH3:34])[CH:33]=1.[OH-].[Na+]. The catalyst is O1CCCC1.O.[Pd].C1(P(C2C=CC=CC=2)C2C=CC=CC=2)C=CC=CC=1.C1(P(C2C=CC=CC=2)C2C=CC=CC=2)C=CC=CC=1.C1(P(C2C=CC=CC=2)C2C=CC=CC=2)C=CC=CC=1.C1(P(C2C=CC=CC=2)C2C=CC=CC=2)C=CC=CC=1. The product is [Cl:8][C:6]1[CH:5]=[C:4]([C:9]2[N:14]=[C:13]([C:15]3[CH:20]=[CH:19][CH:18]=[CH:17][CH:16]=3)[N:12]=[C:11]([C:21]3[CH:26]=[CH:25][CH:24]=[CH:23][CH:22]=3)[N:10]=2)[CH:3]=[C:2]([C:30]2[CH:31]=[C:32]([CH3:34])[CH:33]=[C:28]([CH3:27])[CH:29]=2)[CH:7]=1. The yield is 0.990. (8) The reactants are [CH3:1][C:2]([C:5]1[CH:13]=[C:9]([C:10]([OH:12])=O)[C:8]([OH:14])=[CH:7][CH:6]=1)([CH3:4])[CH3:3].[F:15][C:16]([F:29])([F:28])[C:17]1[CH:18]=[C:19]([CH:21]=[C:22]([C:24]([F:27])([F:26])[F:25])[CH:23]=1)[NH2:20]. No catalyst specified. The product is [F:15][C:16]([F:28])([F:29])[C:17]1[CH:18]=[C:19]([NH:20][C:10](=[O:12])[C:9]2[CH:13]=[C:5]([C:2]([CH3:1])([CH3:3])[CH3:4])[CH:6]=[CH:7][C:8]=2[OH:14])[CH:21]=[C:22]([C:24]([F:25])([F:27])[F:26])[CH:23]=1. The yield is 0.538.